From a dataset of Full USPTO retrosynthesis dataset with 1.9M reactions from patents (1976-2016). Predict the reactants needed to synthesize the given product. (1) Given the product [CH3:3][N:4]([C:13]1[CH:14]=[C:15]([C:19]2[CH:24]=[CH:23][C:22]([CH2:25][CH2:26][C:27]([OH:29])=[O:28])=[CH:21][CH:20]=2)[CH:16]=[CH:17][CH:18]=1)[C:5]([NH:7][CH2:8][CH2:9][CH2:10][CH2:11][CH3:12])=[O:6], predict the reactants needed to synthesize it. The reactants are: [OH-].[Na+].[CH3:3][N:4]([C:13]1[CH:14]=[C:15]([C:19]2[CH:24]=[CH:23][C:22]([CH2:25][CH2:26][C:27]([O:29]C)=[O:28])=[CH:21][CH:20]=2)[CH:16]=[CH:17][CH:18]=1)[C:5]([NH:7][CH2:8][CH2:9][CH2:10][CH2:11][CH3:12])=[O:6].O1CCCC1.CO.O. (2) Given the product [CH:1]1([C:6]2([CH2:14][CH2:15][C:16]3[CH:21]=[CH:20][C:19]([C:22]([CH3:25])([CH3:26])[C:23]#[N:24])=[C:18]([F:27])[CH:17]=3)[CH2:11][C:10]([O:12][CH3:28])=[CH:9][C:8](=[O:13])[O:7]2)[CH2:5][CH2:4][CH2:3][CH2:2]1, predict the reactants needed to synthesize it. The reactants are: [CH:1]1([C:6]2([CH2:14][CH2:15][C:16]3[CH:21]=[CH:20][C:19]([C:22]([CH3:26])([CH3:25])[C:23]#[N:24])=[C:18]([F:27])[CH:17]=3)[CH2:11][C:10](=[O:12])[CH2:9][C:8](=[O:13])[O:7]2)[CH2:5][CH2:4][CH2:3][CH2:2]1.[CH2:28]1CCN2C(=NCCC2)CC1.CI. (3) Given the product [Cl:1][C:2]1[C:11]2[C:6](=[C:7]([NH2:13])[CH:8]=[CH:9][C:10]=2[CH3:12])[N:5]=[C:4]([O:16][CH3:17])[CH:3]=1, predict the reactants needed to synthesize it. The reactants are: [Cl:1][C:2]1[C:11]2[C:6](=[C:7]([N+:13]([O-])=O)[CH:8]=[CH:9][C:10]=2[CH3:12])[N:5]=[C:4]([O:16][CH3:17])[CH:3]=1.S(S([O-])=O)([O-])=O.[Na+].[Na+].[OH-].[Na+]. (4) The reactants are: [CH2:1]([N:8]1[CH:16]=[C:15]2[C:10]([CH:11]=[C:12]([C:17]3[CH:18]=[C:19]([CH:27]4[CH2:31][CH2:30][NH:29][CH2:28]4)[N:20]4[C:25]=3[C:24]([NH2:26])=[N:23][CH:22]=[N:21]4)[CH:13]=[CH:14]2)=[N:9]1)[C:2]1[CH:7]=[CH:6][CH:5]=[CH:4][CH:3]=1.Br[CH2:33][CH2:34][O:35][Si:36]([C:39]([CH3:42])([CH3:41])[CH3:40])([CH3:38])[CH3:37]. Given the product [CH2:1]([N:8]1[CH:16]=[C:15]2[C:10]([CH:11]=[C:12]([C:17]3[CH:18]=[C:19]([CH:27]4[CH2:31][CH2:30][N:29]([CH2:33][CH2:34][O:35][Si:36]([C:39]([CH3:42])([CH3:41])[CH3:40])([CH3:38])[CH3:37])[CH2:28]4)[N:20]4[C:25]=3[C:24]([NH2:26])=[N:23][CH:22]=[N:21]4)[CH:13]=[CH:14]2)=[N:9]1)[C:2]1[CH:3]=[CH:4][CH:5]=[CH:6][CH:7]=1, predict the reactants needed to synthesize it.